This data is from Forward reaction prediction with 1.9M reactions from USPTO patents (1976-2016). The task is: Predict the product of the given reaction. (1) The product is: [NH2:1][C:4]1[CH:5]=[CH:6][C:7]([O:8][C:9]2[CH:14]=[CH:13][C:12]([O:15][C:16]3[CH:17]=[CH:18][C:19]([NH2:22])=[CH:20][CH:21]=3)=[CH:11][C:10]=2[P:25](=[O:38])([C:26]2[CH:31]=[CH:30][CH:29]=[CH:28][CH:27]=2)[C:32]2[CH:37]=[CH:36][CH:35]=[CH:34][CH:33]=2)=[CH:39][CH:40]=1. Given the reactants [N+:1]([C:4]1[CH:40]=[CH:39][C:7]([O:8][C:9]2[CH:14]=[CH:13][C:12]([O:15][C:16]3[CH:21]=[CH:20][C:19]([N+:22]([O-])=O)=[CH:18][CH:17]=3)=[CH:11][C:10]=2[P:25](=[O:38])([C:32]2[CH:37]=[CH:36][CH:35]=[CH:34][CH:33]=2)[C:26]2[CH:31]=[CH:30][CH:29]=[CH:28][CH:27]=2)=[CH:6][CH:5]=1)([O-])=O, predict the reaction product. (2) Given the reactants [CH2:1]([O:3][C:4]([C:6]1([C:9]2[CH:14]=[CH:13][C:12]([C:15]3[CH:20]=[CH:19][C:18]([C:21]4[O:25][N:24]=[C:23]([CH3:26])[C:22]=4[CH2:27][NH2:28])=[CH:17][CH:16]=3)=[CH:11][CH:10]=2)[CH2:8][CH2:7]1)=[O:5])[CH3:2].[Cl:29][C:30]1[CH:35]=[CH:34][CH:33]=[CH:32][C:31]=1[CH2:36][S:37](Cl)(=[O:39])=[O:38], predict the reaction product. The product is: [CH2:1]([O:3][C:4]([C:6]1([C:9]2[CH:10]=[CH:11][C:12]([C:15]3[CH:20]=[CH:19][C:18]([C:21]4[O:25][N:24]=[C:23]([CH3:26])[C:22]=4[CH2:27][NH:28][S:37]([CH2:36][C:31]4[CH:32]=[CH:33][CH:34]=[CH:35][C:30]=4[Cl:29])(=[O:38])=[O:39])=[CH:17][CH:16]=3)=[CH:13][CH:14]=2)[CH2:8][CH2:7]1)=[O:5])[CH3:2]. (3) The product is: [C:30]([C:26]1[CH:25]=[C:24]([CH:29]=[CH:28][CH:27]=1)[CH2:23][O:21][CH:9]1[CH:8]([C:5]2[CH:4]=[CH:3][C:2]([F:1])=[CH:7][CH:6]=2)[CH2:13][CH2:12][N:11]([C:14]([O:16][C:17]([CH3:18])([CH3:20])[CH3:19])=[O:15])[CH2:10]1)(=[O:31])[C:32]1[CH:33]=[CH:34][CH:35]=[CH:36][CH:37]=1. Given the reactants [F:1][C:2]1[CH:7]=[CH:6][C:5]([CH:8]2[CH2:13][CH2:12][N:11]([C:14]([O:16][C:17]([CH3:20])([CH3:19])[CH3:18])=[O:15])[CH2:10][CH:9]2[OH:21])=[CH:4][CH:3]=1.Br[CH2:23][C:24]1[CH:25]=[C:26]([C:30]([C:32]2[CH:37]=[CH:36][CH:35]=[CH:34][CH:33]=2)=[O:31])[CH:27]=[CH:28][CH:29]=1, predict the reaction product. (4) Given the reactants [F:1][C:2]1[CH:3]=[C:4]([CH:20]=[CH:21][C:22]=1[NH:23][C:24]([NH:26][C:27]1[CH:32]=[C:31]([CH3:33])[CH:30]=[CH:29][C:28]=1[F:34])=[O:25])[O:5][C:6]1[CH:11]=[CH:10][N:9]=[C:8]([C:12]2[NH:16][CH:15]=[C:14]([C:17](O)=[O:18])[CH:13]=2)[CH:7]=1.CN(C(ON1N=NC2C=CC=NC1=2)=[N+](C)C)C.F[P-](F)(F)(F)(F)F.C(N(CC)C(C)C)(C)C.[N:68]1([CH2:74][C:75]([O:77][CH2:78][CH3:79])=[O:76])[CH2:73][CH2:72][NH:71][CH2:70][CH2:69]1, predict the reaction product. The product is: [F:1][C:2]1[CH:3]=[C:4]([CH:20]=[CH:21][C:22]=1[NH:23][C:24]([NH:26][C:27]1[CH:32]=[C:31]([CH3:33])[CH:30]=[CH:29][C:28]=1[F:34])=[O:25])[O:5][C:6]1[CH:11]=[CH:10][N:9]=[C:8]([C:12]2[NH:16][CH:15]=[C:14]([C:17]([N:71]3[CH2:72][CH2:73][N:68]([CH2:74][C:75]([O:77][CH2:78][CH3:79])=[O:76])[CH2:69][CH2:70]3)=[O:18])[CH:13]=2)[CH:7]=1. (5) Given the reactants [C:1]1([C:7]2([C:13]3[CH:18]=[CH:17][CH:16]=[CH:15][CH:14]=3)[CH2:12][CH2:11][NH:10][CH2:9][CH2:8]2)[CH:6]=[CH:5][CH:4]=[CH:3][CH:2]=1.[O:19]=[C:20]1[C:25]([C:32]2[CH:37]=[CH:36][CH:35]=[CH:34][CH:33]=2)([C:26]2[CH:31]=[CH:30][CH:29]=[CH:28][CH:27]=2)[CH2:24][CH2:23][CH2:22][N:21]1[CH2:38][C:39](O)=[O:40].Cl.C(N=C=NCCCN(C)C)C, predict the reaction product. The product is: [C:1]1([C:7]2([C:13]3[CH:18]=[CH:17][CH:16]=[CH:15][CH:14]=3)[CH2:8][CH2:9][N:10]([C:39](=[O:40])[CH2:38][N:21]3[CH2:22][CH2:23][CH2:24][C:25]([C:32]4[CH:37]=[CH:36][CH:35]=[CH:34][CH:33]=4)([C:26]4[CH:31]=[CH:30][CH:29]=[CH:28][CH:27]=4)[C:20]3=[O:19])[CH2:11][CH2:12]2)[CH:2]=[CH:3][CH:4]=[CH:5][CH:6]=1. (6) Given the reactants CC1(C)C(C)(C)OB([C:9]2[CH:10]=[N:11][C:12]([N:15]3[C:23]4[C:18](=[CH:19][CH:20]=[C:21]([C:24]([O:26][CH3:27])=[O:25])[CH:22]=4)[C:17]4([CH2:29][CH2:28]4)[CH2:16]3)=[N:13][CH:14]=2)O1.Br[C:32]1[CH:37]=[C:36]([NH:38][C:39](=[O:41])[CH3:40])[CH:35]=[CH:34][N:33]=1.C([O-])([O-])=O.[K+].[K+], predict the reaction product. The product is: [C:39]([NH:38][C:36]1[CH:35]=[CH:34][N:33]=[C:32]([C:9]2[CH:14]=[N:13][C:12]([N:15]3[C:23]4[C:18](=[CH:19][CH:20]=[C:21]([C:24]([O:26][CH3:27])=[O:25])[CH:22]=4)[C:17]4([CH2:29][CH2:28]4)[CH2:16]3)=[N:11][CH:10]=2)[CH:37]=1)(=[O:41])[CH3:40]. (7) Given the reactants C[Si]([N-][Si](C)(C)C)(C)C.[Li+].[F:11][C@H:12]1[C@H:16]([O:17][Si:18]([CH:25]([CH3:27])[CH3:26])([CH:22]([CH3:24])[CH3:23])[CH:19]([CH3:21])[CH3:20])[C@@H:15]([CH2:28][O:29][Si:30]([CH:37]([CH3:39])[CH3:38])([CH:34]([CH3:36])[CH3:35])[CH:31]([CH3:33])[CH3:32])[O:14][C:13]1=[O:40].[Cl:41]N1C(=O)CCC1=O.[Cl-].[NH4+], predict the reaction product. The product is: [Cl:41][C@@:12]1([F:11])[C@H:16]([O:17][Si:18]([CH:25]([CH3:26])[CH3:27])([CH:19]([CH3:20])[CH3:21])[CH:22]([CH3:23])[CH3:24])[C@@H:15]([CH2:28][O:29][Si:30]([CH:31]([CH3:33])[CH3:32])([CH:34]([CH3:36])[CH3:35])[CH:37]([CH3:39])[CH3:38])[O:14][C:13]1=[O:40].